Dataset: Forward reaction prediction with 1.9M reactions from USPTO patents (1976-2016). Task: Predict the product of the given reaction. (1) Given the reactants [NH2:1][C:2]1[C:7]([C:8](=[O:15])[C:9]2[CH:14]=[CH:13][CH:12]=[CH:11][CH:10]=2)=[CH:6][CH:5]=[CH:4][C:3]=1[CH2:16][C:17]([NH2:19])=[O:18].[BH4-].[Na+], predict the reaction product. The product is: [NH2:1][C:2]1[C:7]([CH:8]([OH:15])[C:9]2[CH:14]=[CH:13][CH:12]=[CH:11][CH:10]=2)=[CH:6][CH:5]=[CH:4][C:3]=1[CH2:16][C:17]([NH2:19])=[O:18]. (2) Given the reactants [CH2:1]([O:3][C:4]([C:6]1[C:7]([CH3:23])=[N:8][N:9]([C:11]2[C:16]([F:17])=[CH:15][CH:14]=[CH:13][C:12]=2[CH2:18][NH:19][CH:20]2[CH2:22][CH2:21]2)[CH:10]=1)=[O:5])[CH3:2].C(=O)(OC(C)(C)C)[O:25][C:26]([O:28][C:29]([CH3:32])([CH3:31])[CH3:30])=O.C(N(CC)CC)C.O, predict the reaction product. The product is: [C:29]([O:28][C:26]([N:19]([CH2:18][C:12]1[CH:13]=[CH:14][CH:15]=[C:16]([F:17])[C:11]=1[N:9]1[CH:10]=[C:6]([C:4]([O:3][CH2:1][CH3:2])=[O:5])[C:7]([CH3:23])=[N:8]1)[CH:20]1[CH2:21][CH2:22]1)=[O:25])([CH3:32])([CH3:31])[CH3:30]. (3) The product is: [CH3:28][N:26]([CH3:27])[C:25]([C:7]1[N:6]([CH:1]2[CH2:5][CH2:4][CH2:3][CH2:2]2)[C:10]2[N:11]=[C:12]([NH:15][C:16]3[CH:24]=[CH:23][C:19]([C:20]([N:77]4[CH2:78][CH2:79][CH2:80][C@@H:74]5[CH2:73][CH2:72][NH:71][C@@H:75]5[CH2:76]4)=[O:21])=[CH:18][N:17]=3)[N:13]=[CH:14][C:9]=2[CH:8]=1)=[O:29]. Given the reactants [CH:1]1([N:6]2[C:10]3[N:11]=[C:12]([NH:15][C:16]4[CH:24]=[CH:23][C:19]([C:20](O)=[O:21])=[CH:18][N:17]=4)[N:13]=[CH:14][C:9]=3[CH:8]=[C:7]2[C:25](=[O:29])[N:26]([CH3:28])[CH3:27])[CH2:5][CH2:4][CH2:3][CH2:2]1.CN(C(ON1N=NC2C=CC=CC1=2)=[N+](C)C)C.F[P-](F)(F)(F)(F)F.C(N(CC)CC)C.C(OC([N:71]1[C@@H:75]2[CH2:76][NH:77][CH2:78][CH2:79][CH2:80][C@@H:74]2[CH2:73][CH2:72]1)=O)C1C=CC=CC=1, predict the reaction product.